From a dataset of Forward reaction prediction with 1.9M reactions from USPTO patents (1976-2016). Predict the product of the given reaction. (1) Given the reactants [CH3:1][N:2]([CH2:56][CH2:57][O:58][CH2:59][CH2:60][O:61][CH2:62][CH2:63][O:64][CH2:65][CH2:66][C:67]([O:69]C(C)(C)C)=[O:68])[C:3]([C@@H:5]1[CH2:9][CH2:8][CH2:7][N:6]1[CH2:10][CH2:11][N:12]([CH3:55])[C:13](=[O:54])[C:14]1[CH:19]=[CH:18][CH:17]=[C:16]([C:20](=[O:53])[NH:21][C:22]2[CH:27]=[CH:26][C:25]([N:28]3[CH2:33][CH2:32][CH2:31][CH2:30][CH2:29]3)=[CH:24][C:23]=2[C:34]2[CH:39]=[C:38]([C:40](=[O:52])[NH:41][C@@H:42]3[C:51]4[C:46](=[CH:47][CH:48]=[CH:49][CH:50]=4)[CH2:45][CH2:44][CH2:43]3)[CH:37]=[CH:36][N:35]=2)[CH:15]=1)=[O:4].C(O)(C(F)(F)F)=O, predict the reaction product. The product is: [CH3:1][N:2]([CH2:56][CH2:57][O:58][CH2:59][CH2:60][O:61][CH2:62][CH2:63][O:64][CH2:65][CH2:66][C:67]([OH:69])=[O:68])[C:3]([C@@H:5]1[CH2:9][CH2:8][CH2:7][N:6]1[CH2:10][CH2:11][N:12]([CH3:55])[C:13](=[O:54])[C:14]1[CH:19]=[CH:18][CH:17]=[C:16]([C:20](=[O:53])[NH:21][C:22]2[CH:27]=[CH:26][C:25]([N:28]3[CH2:33][CH2:32][CH2:31][CH2:30][CH2:29]3)=[CH:24][C:23]=2[C:34]2[CH:39]=[C:38]([C:40](=[O:52])[NH:41][C@@H:42]3[C:51]4[C:46](=[CH:47][CH:48]=[CH:49][CH:50]=4)[CH2:45][CH2:44][CH2:43]3)[CH:37]=[CH:36][N:35]=2)[CH:15]=1)=[O:4]. (2) Given the reactants [CH2:1]([N:8]1[CH:16]=[C:15]2[C:10]([CH:11]=[C:12]([C:17]3[CH:18]=[C:19]([CH2:27][CH:28]4[CH2:33][O:32][CH2:31][CH2:30][NH:29]4)[N:20]4[C:25]=3[C:24]([NH2:26])=[N:23][CH:22]=[N:21]4)[CH:13]=[CH:14]2)=[N:9]1)[C:2]1[CH:7]=[CH:6][CH:5]=[CH:4][CH:3]=1.[CH3:34][N:35]([CH3:40])[CH2:36][C:37](O)=[O:38].CCN=C=NCCCN(C)C.Cl.C1C=CC2N(O)N=NC=2C=1.C(N(CC)C(C)C)(C)C, predict the reaction product. The product is: [CH2:1]([N:8]1[CH:16]=[C:15]2[C:10]([CH:11]=[C:12]([C:17]3[CH:18]=[C:19]([CH2:27][CH:28]4[CH2:33][O:32][CH2:31][CH2:30][N:29]4[C:37](=[O:38])[CH2:36][N:35]([CH3:40])[CH3:34])[N:20]4[C:25]=3[C:24]([NH2:26])=[N:23][CH:22]=[N:21]4)[CH:13]=[CH:14]2)=[N:9]1)[C:2]1[CH:7]=[CH:6][CH:5]=[CH:4][CH:3]=1. (3) Given the reactants [Cl:1][C:2]1[C:3]2[N:4]([CH:12]=[C:13]([C:15]([OH:17])=O)[N:14]=2)[CH:5]=[C:6]([C:8]([F:11])([F:10])[F:9])[CH:7]=1.CCN=C=NCCCN(C)C.Cl.Cl.C1C=CC2N(O)N=NC=2C=1.[C:41]([C:44]1[C:49]([Cl:50])=[CH:48][C:47]([CH2:51][CH2:52][C:53]([O:55][C:56]([CH3:59])([CH3:58])[CH3:57])=[O:54])=[C:46]([Cl:60])[CH:45]=1)(=[NH:43])[NH2:42], predict the reaction product. The product is: [C:56]([O:55][C:53](=[O:54])[CH2:52][CH2:51][C:47]1[CH:48]=[C:49]([Cl:50])[C:44]([C:41]2[N:42]=[C:15]([C:13]3[N:14]=[C:3]4[C:2]([Cl:1])=[CH:7][C:6]([C:8]([F:9])([F:10])[F:11])=[CH:5][N:4]4[CH:12]=3)[O:17][N:43]=2)=[CH:45][C:46]=1[Cl:60])([CH3:59])([CH3:57])[CH3:58]. (4) Given the reactants [CH3:1][O:2][C:3]1[C:4](=[O:31])[C:5]([CH3:30])=[C:6]([CH2:12][C:13]2[CH:14]=[CH:15][C:16]([C:22]3[CH:27]=[CH:26][CH:25]=[C:24]([O:28][CH3:29])[CH:23]=3)=[C:17]([CH:21]=2)[C:18](O)=[O:19])[C:7](=[O:11])[C:8]=1[O:9][CH3:10].[CH3:32][O:33][C:34]1[CH:39]=[CH:38][C:37]([NH2:40])=[CH:36][CH:35]=1.C(N(CC)CC)C.[Cl-].ClC1N(C)CC[NH+]1C, predict the reaction product. The product is: [CH3:1][O:2][C:3]1[C:4](=[O:31])[C:5]([CH3:30])=[C:6]([CH2:12][C:13]2[CH:14]=[CH:15][C:16]([C:22]3[CH:27]=[CH:26][CH:25]=[C:24]([O:28][CH3:29])[CH:23]=3)=[C:17]([CH:21]=2)[C:18]([NH:40][C:37]2[CH:38]=[CH:39][C:34]([O:33][CH3:32])=[CH:35][CH:36]=2)=[O:19])[C:7](=[O:11])[C:8]=1[O:9][CH3:10]. (5) The product is: [O:12]=[C:9]1[N:8]([CH2:13][CH2:14][C@H:15]2[CH2:20][CH2:19][C@H:18]([NH:21][CH2:22][C:23]3[CH:24]=[CH:25][C:26]4[O:27][CH2:28][C:29](=[O:33])[NH:30][C:31]=4[N:32]=3)[CH2:17][NH:16]2)[C:7]2[CH:41]=[C:3]([C:1]#[N:2])[CH:4]=[CH:5][C:6]=2[O:11][CH2:10]1. Given the reactants [C:1]([C:3]1[CH:4]=[CH:5][C:6]2[O:11][CH2:10][C:9](=[O:12])[N:8]([CH2:13][CH2:14][C@H:15]3[CH2:20][CH2:19][C@H:18]([NH:21][CH2:22][C:23]4[CH:24]=[CH:25][C:26]5[O:27][CH2:28][C:29](=[O:33])[NH:30][C:31]=5[N:32]=4)[CH2:17][N:16]3C(OC(C)(C)C)=O)[C:7]=2[CH:41]=1)#[N:2].Cl.O1CCOCC1, predict the reaction product. (6) Given the reactants [NH2:1][C@H:2]([C:5]([OH:7])=[O:6])[CH2:3][SH:4].C(=O)([O-])[O-].[Na+].[Na+].Br[CH2:15][CH2:16][NH:17][C:18](=[O:23])[O:19][CH2:20][CH:21]=[CH2:22], predict the reaction product. The product is: [NH2:1][C@H:2]([CH2:3][S:4][CH2:15][CH2:16][NH:17][C:18]([O:19][CH2:20][CH:21]=[CH2:22])=[O:23])[C:5]([OH:7])=[O:6]. (7) Given the reactants Cl.[N:2]1[CH:7]=[CH:6][CH:5]=[N:4][C:3]=1[NH:8][CH:9]1[CH2:14][CH2:13][NH:12][CH2:11][CH2:10]1.C(N(C(C)C)CC)(C)C.[Cl:24][C:25]1[CH:30]=[C:29]([Cl:31])[CH:28]=[CH:27][C:26]=1[CH2:32][N:33]=[C:34]=[O:35], predict the reaction product. The product is: [Cl:24][C:25]1[CH:30]=[C:29]([Cl:31])[CH:28]=[CH:27][C:26]=1[CH2:32][NH:33][C:34]([N:12]1[CH2:13][CH2:14][CH:9]([NH:8][C:3]2[N:4]=[CH:5][CH:6]=[CH:7][N:2]=2)[CH2:10][CH2:11]1)=[O:35].